Dataset: Catalyst prediction with 721,799 reactions and 888 catalyst types from USPTO. Task: Predict which catalyst facilitates the given reaction. Reactant: [CH:1]([Si:4]([CH:18]([CH3:20])[CH3:19])([CH:15]([CH3:17])[CH3:16])[C:5]1[S:6][C:7]2[CH:12]([CH2:13][OH:14])[CH2:11][O:10][C:8]=2[N:9]=1)([CH3:3])[CH3:2].[O-:21]Cl=O.[Na+]. Product: [CH:18]([Si:4]([CH:1]([CH3:3])[CH3:2])([CH:15]([CH3:17])[CH3:16])[C:5]1[S:6][C:7]2[CH:12]([C:13]([OH:21])=[O:14])[CH2:11][O:10][C:8]=2[N:9]=1)([CH3:20])[CH3:19]. The catalyst class is: 34.